Dataset: Reaction yield outcomes from USPTO patents with 853,638 reactions. Task: Predict the reaction yield, written as a fraction of the theoretical maximum amount of product (1.0 means a 100% yield; for example, 0.34 means a 34% yield). (1) The reactants are [CH:1]([C:4]1[CH:11]=[CH:10][C:7]([CH:8]=O)=[CH:6][CH:5]=1)([CH3:3])[CH3:2].[NH2:12][C:13]1[S:14][C:15]([S:18]([C:21]2[CH:26]=[CH:25][C:24]([N+:27]([O-:29])=[O:28])=[CH:23][CH:22]=2)(=[O:20])=[O:19])=[CH:16][N:17]=1.C([O:32][C:33](=O)[C:34]([OH:46])=[CH:35][C:36](=[O:45])[CH2:37][CH2:38][C:39]1[CH:44]=[CH:43][CH:42]=[CH:41][CH:40]=1)C. No catalyst specified. The product is [OH:46][C:34]1[C:33](=[O:32])[N:12]([C:13]2[S:14][C:15]([S:18]([C:21]3[CH:22]=[CH:23][C:24]([N+:27]([O-:29])=[O:28])=[CH:25][CH:26]=3)(=[O:19])=[O:20])=[CH:16][N:17]=2)[CH:8]([C:7]2[CH:10]=[CH:11][C:4]([CH:1]([CH3:3])[CH3:2])=[CH:5][CH:6]=2)[C:35]=1[C:36](=[O:45])[CH2:37][CH2:38][C:39]1[CH:44]=[CH:43][CH:42]=[CH:41][CH:40]=1. The yield is 0.0400. (2) The yield is 0.770. The reactants are CC(OC(/N=N/C(OC(C)C)=O)=O)C.C1(P(C2C=CC=CC=2)C2C=CC=CC=2)C=CC=CC=1.[O:34]1[CH2:39][CH2:38][CH:37]([OH:40])[CH2:36][CH2:35]1.[F:41][C:42]1[CH:47]=[C:46](O)[CH:45]=[C:44]([F:49])[C:43]=1[C:50]1[N:55]=[C:54]([C:56]([O:58][CH3:59])=[O:57])[CH:53]=[CH:52][C:51]=1[F:60]. The product is [F:41][C:42]1[CH:47]=[C:46]([O:40][CH:37]2[CH2:38][CH2:39][O:34][CH2:35][CH2:36]2)[CH:45]=[C:44]([F:49])[C:43]=1[C:50]1[N:55]=[C:54]([C:56]([O:58][CH3:59])=[O:57])[CH:53]=[CH:52][C:51]=1[F:60]. The catalyst is C1COCC1. (3) The reactants are [F:1][C:2]1[CH:24]=[C:23]([N+:25]([O-])=O)[CH:22]=[CH:21][C:3]=1[CH2:4][C:5]1[CH:10]=[CH:9][N:8]=[C:7]2[CH:11]=[C:12]([C:14]([C:16]3[O:17][CH:18]=[CH:19][CH:20]=3)=[O:15])[S:13][C:6]=12. The catalyst is C(O)(=O)C.[Fe]. The product is [NH2:25][C:23]1[CH:22]=[CH:21][C:3]([CH2:4][C:5]2[CH:10]=[CH:9][N:8]=[C:7]3[CH:11]=[C:12]([C:14]([C:16]4[O:17][CH:18]=[CH:19][CH:20]=4)=[O:15])[S:13][C:6]=23)=[C:2]([F:1])[CH:24]=1. The yield is 0.180. (4) The reactants are [NH2:1][CH2:2][C:3]1[N:4]=[C:5]([NH:8][C:9]([NH:11][C:12]2[CH:17]=[CH:16][C:15]([CH3:18])=[CH:14][C:13]=2[C:19]([CH:21]2[CH2:25][CH2:24][CH2:23][CH2:22]2)=[O:20])=[O:10])[S:6][CH:7]=1.O=C1C2C(=CC=CC=2)C(=O)[N:28]1[CH2:37][CH2:38][S:39](Cl)(=[O:41])=[O:40].NN. No catalyst specified. The product is [CH:21]1([C:19]([C:13]2[CH:14]=[C:15]([CH3:18])[CH:16]=[CH:17][C:12]=2[NH:11][C:9](=[O:10])[NH:8][C:5]2[S:6][CH:7]=[C:3]([CH2:2][NH:1][S:39]([CH2:38][CH2:37][NH2:28])(=[O:41])=[O:40])[N:4]=2)=[O:20])[CH2:25][CH2:24][CH2:23][CH2:22]1. The yield is 0.830. (5) The reactants are [CH3:1][O:2][C:3]1[CH:8]=[CH:7][C:6]([C:9]([C:34]2[CH:39]=[CH:38][C:37]([O:40][CH3:41])=[CH:36][CH:35]=2)([C:28]2[CH:33]=[CH:32][CH:31]=[CH:30][CH:29]=2)[O:10][CH2:11][C@@H:12]([CH2:16][N:17]2[CH:22]=[CH:21][C:20]([NH:23][C:24](=[O:26])[CH3:25])=[N:19][C:18]2=[O:27])[C@H:13]([OH:15])[CH3:14])=[CH:5][CH:4]=1.N1[C-]=NN=N1.C([NH2+]C(C)C)(C)C.[CH:54]([N:57]([CH:71]([CH3:73])[CH3:72])[P:58](N(C(C)C)C(C)C)[O:59][CH2:60][CH2:61][C:62]#[N:63])([CH3:56])[CH3:55]. The catalyst is ClCCl. The product is [CH:71]([N:57]([CH:54]([CH3:56])[CH3:55])[P:58]([O:59][CH2:60][CH2:61][C:62]#[N:63])[O:15][C@H:13]([CH3:14])[C@H:12]([CH2:16][N:17]1[CH:22]=[CH:21][C:20]([NH:23][C:24](=[O:26])[CH3:25])=[N:19][C:18]1=[O:27])[CH2:11][O:10][C:9]([C:6]1[CH:5]=[CH:4][C:3]([O:2][CH3:1])=[CH:8][CH:7]=1)([C:34]1[CH:39]=[CH:38][C:37]([O:40][CH3:41])=[CH:36][CH:35]=1)[C:28]1[CH:33]=[CH:32][CH:31]=[CH:30][CH:29]=1)([CH3:73])[CH3:72]. The yield is 0.880. (6) The product is [Na+:38].[CH2:1]([C:5]1([CH3:36])[CH2:10][CH2:9][N:8]([C:11]2[N:16]3[CH:17]=[C:18]([C:20]([O-:22])=[O:21])[N:19]=[C:15]3[CH:14]=[C:13]([CH3:25])[C:12]=2[C@H:26]([O:31][C:32]([CH3:35])([CH3:34])[CH3:33])[C:27]([O:29][CH3:30])=[O:28])[CH2:7][CH2:6]1)[CH2:2][CH:3]=[CH2:4]. The catalyst is CO. The reactants are [CH2:1]([C:5]1([CH3:36])[CH2:10][CH2:9][N:8]([C:11]2[N:16]3[CH:17]=[C:18]([C:20]([O:22]CC)=[O:21])[N:19]=[C:15]3[CH:14]=[C:13]([CH3:25])[C:12]=2[C@H:26]([O:31][C:32]([CH3:35])([CH3:34])[CH3:33])[C:27]([O:29][CH3:30])=[O:28])[CH2:7][CH2:6]1)[CH2:2][CH:3]=[CH2:4].[OH-].[Na+:38]. The yield is 1.00. (7) The reactants are [N:1]1[CH:6]=[CH:5][CH:4]=[C:3]([NH2:7])[CH:2]=1.C[Si](Cl)(C)C.CC1(C)[O:19][C:18](=O)[CH2:17][C:16](=[O:21])[O:15]1. The catalyst is C(Cl)Cl. The product is [O:19]=[C:18]([NH:7][C:3]1[CH:2]=[N:1][CH:6]=[CH:5][CH:4]=1)[CH2:17][C:16]([OH:21])=[O:15]. The yield is 0.260. (8) The reactants are C1(C(=[N:14][CH2:15][C:16]([O:18][CH2:19][CH3:20])=[O:17])C2C=CC=CC=2)C=CC=CC=1.[H-].[Na+].[Br:23][C:24]1[CH:25]=[C:26]([Cl:31])[C:27](Cl)=[N:28][CH:29]=1. The catalyst is CN(C=O)C. The product is [NH2:14][CH:15]([C:27]1[C:26]([Cl:31])=[CH:25][C:24]([Br:23])=[CH:29][N:28]=1)[C:16]([O:18][CH2:19][CH3:20])=[O:17]. The yield is 0.200. (9) The reactants are [N+:1]([C:4]1[CH:5]=[C:6]([CH2:10][CH2:11][OH:12])[CH:7]=[CH:8][CH:9]=1)([O-])=O.C([O-])=O.[NH4+]. The catalyst is CO.[Pd]. The product is [NH2:1][C:4]1[CH:5]=[C:6]([CH2:10][CH2:11][OH:12])[CH:7]=[CH:8][CH:9]=1. The yield is 0.540. (10) The yield is 0.580. The catalyst is ClCCl. The reactants are [CH:1]1([N:6]2[C:11]3[N:12]=[C:13]([S:16][CH3:17])[N:14]=[CH:15][C:10]=3[C:9]([CH3:18])=[CH:8][C:7]2=[O:19])[CH2:5][CH2:4][CH2:3][CH2:2]1.II.FC(F)(F)C(OC1C(OC(=O)C(F)(F)F)=C([I:33])C=CC=1)=O.S([O-])([O-])(=O)=S.[Na+].[Na+]. The product is [CH:1]1([N:6]2[C:11]3[N:12]=[C:13]([S:16][CH3:17])[N:14]=[CH:15][C:10]=3[C:9]([CH3:18])=[C:8]([I:33])[C:7]2=[O:19])[CH2:2][CH2:3][CH2:4][CH2:5]1.